This data is from Reaction yield outcomes from USPTO patents with 853,638 reactions. The task is: Predict the reaction yield, written as a fraction of the theoretical maximum amount of product (1.0 means a 100% yield; for example, 0.34 means a 34% yield). The catalyst is C1COCC1. The yield is 0.300. The product is [Cl:20][C:21]1[CH:29]=[CH:28][CH:27]=[C:26]([Cl:30])[C:22]=1[C:23](/[N:12]=[C:6]1\[S:7][C:8]([CH3:11])=[C:9]([CH3:10])[N:5]\1[CH2:4][CH2:3][O:2][CH3:1])=[O:24]. The reactants are [CH3:1][O:2][CH2:3][CH2:4][N:5]1[C:9]([CH3:10])=[C:8]([CH3:11])[S:7][C:6]1=[NH:12].CCN(CC)CC.[Cl:20][C:21]1[CH:29]=[CH:28][CH:27]=[C:26]([Cl:30])[C:22]=1[C:23](Cl)=[O:24].